This data is from Forward reaction prediction with 1.9M reactions from USPTO patents (1976-2016). The task is: Predict the product of the given reaction. Given the reactants C(Cl)(=O)C(Cl)=O.[N:7]1([C:13]2[CH:21]=[CH:20][C:16]([C:17]([OH:19])=O)=[CH:15][C:14]=2[C:22]([F:25])([F:24])[F:23])[CH2:12][CH2:11][CH2:10][CH2:9][CH2:8]1.O[N:27]=[C:28]([C:30]1[CH:35]=[CH:34][CH:33]=[CH:32][C:31]=1[O:36][CH3:37])[NH2:29].CCN(C(C)C)C(C)C, predict the reaction product. The product is: [CH3:37][O:36][C:31]1[CH:32]=[CH:33][CH:34]=[CH:35][C:30]=1[C:28]1[N:27]=[C:17]([C:16]2[CH:20]=[CH:21][C:13]([N:7]3[CH2:8][CH2:9][CH2:10][CH2:11][CH2:12]3)=[C:14]([C:22]([F:25])([F:24])[F:23])[CH:15]=2)[O:19][N:29]=1.